The task is: Predict the reactants needed to synthesize the given product.. This data is from Full USPTO retrosynthesis dataset with 1.9M reactions from patents (1976-2016). (1) Given the product [CH3:25][O:24][C:21]1[CH:20]=[CH:19][C:16]([CH2:17][N:4]2[CH2:5][CH2:6][N:1]([C:7]3[N:12]=[CH:11][NH:10][C:9](=[O:13])[CH:8]=3)[CH2:2][CH2:3]2)=[C:15]([CH3:14])[C:22]=1[CH3:23], predict the reactants needed to synthesize it. The reactants are: [N:1]1([C:7]2[N:12]=[CH:11][NH:10][C:9](=[O:13])[CH:8]=2)[CH2:6][CH2:5][NH:4][CH2:3][CH2:2]1.[CH3:14][C:15]1[C:22]([CH3:23])=[C:21]([O:24][CH3:25])[CH:20]=[CH:19][C:16]=1[CH:17]=O. (2) Given the product [ClH:25].[CH2:1]([NH:8][C:9]1[C:18]([CH2:19][Cl:25])=[CH:17][C:16]2[C:11](=[CH:12][CH:13]=[C:14]([O:21][CH3:22])[CH:15]=2)[N:10]=1)[C:2]1[CH:7]=[CH:6][CH:5]=[CH:4][CH:3]=1, predict the reactants needed to synthesize it. The reactants are: [CH2:1]([NH:8][C:9]1[C:18]([CH2:19]O)=[CH:17][C:16]2[C:11](=[CH:12][CH:13]=[C:14]([O:21][CH3:22])[CH:15]=2)[N:10]=1)[C:2]1[CH:7]=[CH:6][CH:5]=[CH:4][CH:3]=1.O=S(Cl)[Cl:25]. (3) The reactants are: [C:1]([NH:4][C:5]1[CH:6]=[C:7]2[C:12](=[CH:13][CH:14]=1)[C:11](=[O:15])[CH2:10][CH2:9][CH2:8]2)(=[O:3])[CH3:2].[CH:16]1([CH:21]=O)[CH2:20][CH2:19][CH2:18][CH2:17]1.N1CCCC1.Cl. Given the product [CH:16]1(/[CH:21]=[C:10]2/[C:11](=[O:15])[C:12]3[CH:13]=[CH:14][C:5]([NH:4][C:1](=[O:3])[CH3:2])=[CH:6][C:7]=3[CH2:8][CH2:9]/2)[CH2:20][CH2:19][CH2:18][CH2:17]1, predict the reactants needed to synthesize it. (4) Given the product [NH2:16][CH:13]1[CH2:14][CH2:15][N:10]([CH2:9][C:8]([NH:1][C:2]2[CH:7]=[CH:6][CH:5]=[CH:4][CH:3]=2)=[O:24])[CH2:11][CH2:12]1.[C:25]([OH:31])([C:27]([F:30])([F:29])[F:28])=[O:26], predict the reactants needed to synthesize it. The reactants are: [NH:1]([C:8](=[O:24])[CH2:9][N:10]1[CH2:15][CH2:14][CH:13]([NH:16]C(=O)OC(C)(C)C)[CH2:12][CH2:11]1)[C:2]1[CH:7]=[CH:6][CH:5]=[CH:4][CH:3]=1.[C:25]([OH:31])([C:27]([F:30])([F:29])[F:28])=[O:26]. (5) The reactants are: C([O:5][C:6](=[O:42])[CH2:7][O:8][C:9]1[CH:14]=[CH:13][C:12]([CH2:15][CH2:16][C:17]([N:19]2[CH2:40][CH2:39][C:22]3([NH:26]/[C:25](=[N:27]/[C:28]([C:30]4[C:35]([NH2:36])=[N:34][C:33]([NH2:37])=[C:32]([Cl:38])[N:31]=4)=[O:29])/[NH:24][CH2:23]3)[CH2:21][CH2:20]2)=[O:18])=[CH:11][C:10]=1[Cl:41])(C)(C)C.Cl. Given the product [Cl:41][C:10]1[CH:11]=[C:12]([CH2:15][CH2:16][C:17]([N:19]2[CH2:20][CH2:21][C:22]3([NH:26]/[C:25](=[N:27]/[C:28]([C:30]4[C:35]([NH2:36])=[N:34][C:33]([NH2:37])=[C:32]([Cl:38])[N:31]=4)=[O:29])/[NH:24][CH2:23]3)[CH2:39][CH2:40]2)=[O:18])[CH:13]=[CH:14][C:9]=1[O:8][CH2:7][C:6]([OH:42])=[O:5], predict the reactants needed to synthesize it. (6) The reactants are: [C:1]([O:11]C)(=O)[CH:2]=[CH:3][C:4]1[CH:9]=[CH:8][CH:7]=[CH:6][CH:5]=1.[NH3:13]. Given the product [C:1]([NH2:13])(=[O:11])[CH:2]=[CH:3][C:4]1[CH:9]=[CH:8][CH:7]=[CH:6][CH:5]=1, predict the reactants needed to synthesize it. (7) Given the product [CH3:27][C:17]1[CH:22]=[CH:21][C:20]([S:23]([O:15][CH2:14][C@H:11]2[O:10][C:9]3[CH:16]=[C:5]([S:2]([CH3:1])(=[O:3])=[O:4])[CH:6]=[CH:7][C:8]=3[O:13][CH2:12]2)(=[O:25])=[O:24])=[CH:19][CH:18]=1, predict the reactants needed to synthesize it. The reactants are: [CH3:1][S:2]([C:5]1[CH:6]=[CH:7][C:8]2[O:13][CH2:12][C@@H:11]([CH2:14][OH:15])[O:10][C:9]=2[CH:16]=1)(=[O:4])=[O:3].[C:17]1([CH3:27])[CH:22]=[CH:21][C:20]([S:23](Cl)(=[O:25])=[O:24])=[CH:19][CH:18]=1. (8) Given the product [CH3:1][C@:2]12[C:10]([C:11]3([CH2:14]/[CH:15]=[CH:16]\[C:17]([OH:20])([CH3:18])[CH3:19])[CH2:12][CH2:13]3)=[CH:9][CH2:8][C@H:7]1[C@@H:6]([OH:21])[CH2:5][CH2:4][CH2:3]2, predict the reactants needed to synthesize it. The reactants are: [CH3:1][C@:2]12[C:10]([C:11]3([CH2:14][C:15]#[C:16][C:17]([OH:20])([CH3:19])[CH3:18])[CH2:13][CH2:12]3)=[CH:9][CH2:8][C@H:7]1[C@@H:6]([OH:21])[CH2:5][CH2:4][CH2:3]2.C(OCC)(=O)C.CCCCCC.N1C2C(=CC=CC=2)C=CC=1. (9) Given the product [CH2:13]([N:15]1[C:19]2[N:20]=[C:21]([C:31]3[CH:37]=[CH:36][C:34]([NH:35][C:5]([NH:43][C:42]4[CH:44]=[CH:45][C:39]([F:38])=[CH:40][CH:41]=4)=[O:11])=[CH:33][CH:32]=3)[N:22]=[C:23]([N:24]3[CH2:29][CH2:28][O:27][CH2:26][C@@H:25]3[CH3:30])[C:18]=2[N:17]=[N:16]1)[CH3:14], predict the reactants needed to synthesize it. The reactants are: ClC(Cl)(O[C:5](=[O:11])OC(Cl)(Cl)Cl)Cl.[CH2:13]([N:15]1[C:19]2[N:20]=[C:21]([C:31]3[CH:37]=[CH:36][C:34]([NH2:35])=[CH:33][CH:32]=3)[N:22]=[C:23]([N:24]3[CH2:29][CH2:28][O:27][CH2:26][C@@H:25]3[CH3:30])[C:18]=2[N:17]=[N:16]1)[CH3:14].[F:38][C:39]1[CH:45]=[CH:44][C:42]([NH2:43])=[CH:41][CH:40]=1.CCN(CC)CC. (10) Given the product [ClH:40].[ClH:40].[NH2:7][C@H:8]([C:33]1[CH:34]=[CH:35][CH:36]=[CH:37][CH:38]=1)[CH2:9][CH2:10][N:11]1[CH2:12][CH2:13][CH:14]([N:17]([CH2:31][CH3:32])[C:18](=[O:30])[CH2:19][C:20]2[CH:25]=[CH:24][C:23]([S:26]([CH3:29])(=[O:28])=[O:27])=[CH:22][CH:21]=2)[CH2:15][CH2:16]1, predict the reactants needed to synthesize it. The reactants are: C(OC(=O)[NH:7][C@H:8]([C:33]1[CH:38]=[CH:37][CH:36]=[CH:35][CH:34]=1)[CH2:9][CH2:10][N:11]1[CH2:16][CH2:15][CH:14]([N:17]([CH2:31][CH3:32])[C:18](=[O:30])[CH2:19][C:20]2[CH:25]=[CH:24][C:23]([S:26]([CH3:29])(=[O:28])=[O:27])=[CH:22][CH:21]=2)[CH2:13][CH2:12]1)(C)(C)C.[ClH:40].